Task: Predict which catalyst facilitates the given reaction.. Dataset: Catalyst prediction with 721,799 reactions and 888 catalyst types from USPTO (1) Reactant: [NH:1]1[CH:5]=[CH:4][N:3]=[C:2]1[C:6]1[CH:7]=[CH:8][C:9]([CH3:29])=[C:10]([NH:12][C:13](=[O:28])[C:14]2[CH:19]=[CH:18][C:17]([C:20]#[C:21][C:22]3[CH:27]=[CH:26][CH:25]=[CH:24][N:23]=3)=[CH:16][CH:15]=2)[CH:11]=1.CC(C[AlH]CC(C)C)C.O.CCOC(C)=O. Product: [NH:1]1[CH:5]=[CH:4][N:3]=[C:2]1[C:6]1[CH:7]=[CH:8][C:9]([CH3:29])=[C:10]([NH:12][C:13](=[O:28])[C:14]2[CH:19]=[CH:18][C:17](/[CH:20]=[CH:21]/[C:22]3[CH:27]=[CH:26][CH:25]=[CH:24][N:23]=3)=[CH:16][CH:15]=2)[CH:11]=1. The catalyst class is: 1. (2) Reactant: [O:1]1[CH2:5][CH2:4][CH2:3][CH:2]1[C:6]([O:8][CH2:9][CH3:10])=[O:7].C[Si]([N-][Si](C)(C)C)(C)C.[Na+].[C:21]([Si:25]([C:41]1[CH:46]=[CH:45][CH:44]=[CH:43][CH:42]=1)([C:35]1[CH:40]=[CH:39][CH:38]=[CH:37][CH:36]=1)[O:26][C:27]1[CH:28]=[CH:29][C:30]([CH2:33]I)=[N:31][CH:32]=1)([CH3:24])([CH3:23])[CH3:22]. Product: [Si:25]([O:26][C:27]1[CH:28]=[CH:29][C:30]([CH2:33][C:2]2([C:6]([O:8][CH2:9][CH3:10])=[O:7])[CH2:3][CH2:4][CH2:5][O:1]2)=[N:31][CH:32]=1)([C:21]([CH3:22])([CH3:23])[CH3:24])([C:35]1[CH:40]=[CH:39][CH:38]=[CH:37][CH:36]=1)[C:41]1[CH:42]=[CH:43][CH:44]=[CH:45][CH:46]=1. The catalyst class is: 7. (3) Reactant: [C:9](O[C:9]([O:11][C:12]([CH3:15])([CH3:14])[CH3:13])=[O:10])([O:11][C:12]([CH3:15])([CH3:14])[CH3:13])=[O:10].C(N(CC)CC)C.[CH3:23][O:24][P:25]([C:29]1[CH:30]=[C:31]2[C:35](=[CH:36][CH:37]=1)[NH:34][N:33]=[C:32]2[I:38])(=[O:28])[O:26][CH3:27]. Product: [C:12]([O:11][C:9]([N:34]1[C:35]2[C:31](=[CH:30][C:29]([P:25]([O:24][CH3:23])([O:26][CH3:27])=[O:28])=[CH:37][CH:36]=2)[C:32]([I:38])=[N:33]1)=[O:10])([CH3:13])([CH3:14])[CH3:15]. The catalyst class is: 119. (4) Reactant: Br[C:2]1[CH:7]=[CH:6][C:5]([C:8]2[C:17]3[C:12](=[CH:13][CH:14]=[CH:15][CH:16]=3)[CH:11]=[CH:10][CH:9]=2)=[CH:4][CH:3]=1.CCCCCC.C([Li])CCC.C([O:32][B:33](OC(C)C)[O:34]C(C)C)(C)C.Cl. Product: [C:8]1([C:5]2[CH:6]=[CH:7][C:2]([B:33]([OH:34])[OH:32])=[CH:3][CH:4]=2)[C:17]2[C:12](=[CH:13][CH:14]=[CH:15][CH:16]=2)[CH:11]=[CH:10][CH:9]=1. The catalyst class is: 247. (5) Reactant: [CH3:1][C@@H:2]1[CH2:7][CH2:6][NH:5][CH2:4][C@@H:3]1[N:8]1[C:12]2=[C:13]3[CH:19]=[CH:18][NH:17][C:14]3=[N:15][CH:16]=[C:11]2[CH:10]=[CH:9]1.[C:20]1([CH2:26][S:27](Cl)(=[O:29])=[O:28])[CH:25]=[CH:24][CH:23]=[CH:22][CH:21]=1.N1C=CC=CC=1.C(=O)([O-])[O-]. Product: [CH2:26]([S:27]([N:5]1[CH2:6][CH2:7][C@@H:2]([CH3:1])[C@@H:3]([N:8]2[C:12]3=[C:13]4[CH:19]=[CH:18][NH:17][C:14]4=[N:15][CH:16]=[C:11]3[CH:10]=[CH:9]2)[CH2:4]1)(=[O:29])=[O:28])[C:20]1[CH:25]=[CH:24][CH:23]=[CH:22][CH:21]=1. The catalyst class is: 3. (6) Reactant: [O:1]=[C:2]1[CH2:10][C:9]2[C:4](=[CH:5][C:6]([CH2:11][C:12]([OH:14])=O)=[CH:7][CH:8]=2)[NH:3]1.CCN=C=NCCCN(C)C.C1C=CC2N(O)N=NC=2C=1.[F:36][C@H:37]1[CH2:41][CH2:40][N:39]([CH2:42][CH:43]([C:46]2[CH:47]=[C:48]([CH:58]=[CH:59][CH:60]=2)[O:49][CH2:50][C:51]([O:53][C:54]([CH3:57])([CH3:56])[CH3:55])=[O:52])[NH:44][CH3:45])[CH2:38]1. Product: [F:36][C@H:37]1[CH2:41][CH2:40][N:39]([CH2:42][C@H:43]([C:46]2[CH:47]=[C:48]([CH:58]=[CH:59][CH:60]=2)[O:49][CH2:50][C:51]([O:53][C:54]([CH3:55])([CH3:56])[CH3:57])=[O:52])[N:44]([CH3:45])[C:12](=[O:14])[CH2:11][C:6]2[CH:5]=[C:4]3[C:9]([CH2:10][C:2](=[O:1])[NH:3]3)=[CH:8][CH:7]=2)[CH2:38]1. The catalyst class is: 204. (7) Reactant: [N:1]1([CH2:6][CH2:7][CH2:8][CH2:9][C:10]2[CH:15]=[CH:14][C:13]([OH:16])=[CH:12][CH:11]=2)[CH:5]=[CH:4][N:3]=[N:2]1.[H-].[Na+].Cl[CH2:20][C:21]1[CH:26]=[CH:25][CH:24]=[C:23]([C:27]2[CH:32]=[CH:31][C:30]([O:33][C:34]([F:37])([F:36])[F:35])=[CH:29][CH:28]=2)[N:22]=1.O. Product: [N:1]1([CH2:6][CH2:7][CH2:8][CH2:9][C:10]2[CH:11]=[CH:12][C:13]([O:16][CH2:20][C:21]3[CH:26]=[CH:25][CH:24]=[C:23]([C:27]4[CH:28]=[CH:29][C:30]([O:33][C:34]([F:36])([F:35])[F:37])=[CH:31][CH:32]=4)[N:22]=3)=[CH:14][CH:15]=2)[CH:5]=[CH:4][N:3]=[N:2]1. The catalyst class is: 9. (8) Reactant: [OH:1][CH:2]([CH3:5])[CH2:3][NH2:4].C[C:7]1([CH3:27])[C:11]([C:12]([OH:14])=O)=[CH:10][NH:9][CH:8]1/[CH:15]=[C:16]1\[C:17](=[O:26])[NH:18][C:19]2[C:24]\1=[CH:23][C:22]([F:25])=[CH:21][CH:20]=2.CN(C(O[N:36]1[N:44]=[N:43]C2C=CC=[N:42][C:37]1=2)=[N+](C)C)C.F[P-](F)(F)(F)(F)F.[CH3:52]CN(C(C)C)C(C)C. Product: [F:25][C:22]1[CH:23]=[C:24]2[C:19](=[CH:20][CH:21]=1)[NH:18][C:17](=[O:26])/[C:16]/2=[CH:15]\[C:8]1[NH:9][C:10]([CH3:52])=[C:11]([C:12]([NH:4][CH2:3][CH:2]([OH:1])[CH2:5][N:44]2[N:43]=[N:42][CH:37]=[N:36]2)=[O:14])[C:7]=1[CH3:27]. The catalyst class is: 479.